From a dataset of Reaction yield outcomes from USPTO patents with 853,638 reactions. Predict the reaction yield, written as a fraction of the theoretical maximum amount of product (1.0 means a 100% yield; for example, 0.34 means a 34% yield). (1) The reactants are N1C=CC=CC=1.[C:7]1([N:13]=[C:14]=[O:15])[CH:12]=[CH:11][CH:10]=[CH:9][CH:8]=1.[NH2:16][C:17]1[S:18][C:19]([C:28]2[CH:33]=[CH:32][C:31]([N+:34]([O-:36])=[O:35])=[CH:30][CH:29]=2)=[C:20]([CH3:27])[C:21]=1[C:22]([O:24][CH2:25][CH3:26])=[O:23]. The catalyst is C1(C)C=CC=CC=1. The product is [CH3:27][C:20]1[C:21]([C:22]([O:24][CH2:25][CH3:26])=[O:23])=[C:17]([NH:16][C:14]([NH:13][C:7]2[CH:12]=[CH:11][CH:10]=[CH:9][CH:8]=2)=[O:15])[S:18][C:19]=1[C:28]1[CH:29]=[CH:30][C:31]([N+:34]([O-:36])=[O:35])=[CH:32][CH:33]=1. The yield is 0.934. (2) The reactants are Cl[C:2]1[CH:11]=[CH:10][C:9]2[C:4](=[CH:5][CH:6]=[CH:7][CH:8]=2)[N:3]=1.C(OC(=O)[NH:21][CH2:22][C@H:23]1[CH2:28][CH2:27][C@@H:26]([NH2:29])[CH2:25][CH2:24]1)C1C=CC=CC=1.C([O-])(O)=O.[Na+]. The catalyst is C(O)CCC.CO.[Pd]. The product is [NH2:21][CH2:22][C@@H:23]1[CH2:28][CH2:27][C@H:26]([NH:29][C:2]2[CH:11]=[CH:10][C:9]3[C:4](=[CH:5][CH:6]=[CH:7][CH:8]=3)[N:3]=2)[CH2:25][CH2:24]1. The yield is 0.400. (3) The reactants are [F:1][C:2]([F:12])([F:11])[C:3]1[N:4]=[C:5]([C:8](O)=[O:9])[S:6][CH:7]=1.C1N=C[N:15](C(N2C=NC=C2)=O)C=1.[NH4+].[OH-]. The catalyst is C1COCC1. The product is [F:1][C:2]([F:12])([F:11])[C:3]1[N:4]=[C:5]([C:8]([NH2:15])=[O:9])[S:6][CH:7]=1. The yield is 0.720. (4) The reactants are [F:1][C:2]1[C:3]([NH:22][CH2:23][CH:24]2[CH2:28][CH2:27][CH2:26][NH:25]2)=[N:4][C:5]([NH:8][C:9]2[CH:10]=[N:11][C:12]([N:15]3[CH2:20][CH2:19][N:18]([CH3:21])[CH2:17][CH2:16]3)=[CH:13][CH:14]=2)=[N:6][CH:7]=1.[C:29]([CH2:31][C:32](O)=[O:33])#[N:30].CN(C(ON1N=NC2C=CC=NC1=2)=[N+](C)C)C.F[P-](F)(F)(F)(F)F.CCN(C(C)C)C(C)C. The catalyst is C(Cl)Cl. The product is [F:1][C:2]1[C:3]([NH:22][CH2:23][CH:24]2[CH2:28][CH2:27][CH2:26][N:25]2[C:32](=[O:33])[CH2:31][C:29]#[N:30])=[N:4][C:5]([NH:8][C:9]2[CH:10]=[N:11][C:12]([N:15]3[CH2:16][CH2:17][N:18]([CH3:21])[CH2:19][CH2:20]3)=[CH:13][CH:14]=2)=[N:6][CH:7]=1. The yield is 0.354. (5) The reactants are N1C=CC=CC=1.C(N(CC)CC)C.[CH2:14]([OH:21])[CH2:15][CH:16]([OH:20])[CH2:17][CH2:18][CH3:19].[C:22]1([CH3:32])[CH:27]=[CH:26][C:25]([S:28](Cl)(=[O:30])=[O:29])=[CH:24][CH:23]=1.Cl. The catalyst is ClCCl. The product is [OH:20][CH:16]([CH2:17][CH2:18][CH3:19])[CH2:15][CH2:14][O:21][S:28]([C:25]1[CH:26]=[CH:27][C:22]([CH3:32])=[CH:23][CH:24]=1)(=[O:30])=[O:29]. The yield is 0.790. (6) The reactants are [N+:1]([C:4]1[CH:24]=[CH:23][C:7]([C:8]([N:10]2[CH2:15][CH2:14][N:13]([C:16]([O:18][C:19]([CH3:22])([CH3:21])[CH3:20])=[O:17])[CH2:12][CH2:11]2)=[O:9])=[CH:6][CH:5]=1)([O-])=O.[H][H]. The catalyst is CO.[Pd]. The product is [NH2:1][C:4]1[CH:5]=[CH:6][C:7]([C:8]([N:10]2[CH2:11][CH2:12][N:13]([C:16]([O:18][C:19]([CH3:20])([CH3:22])[CH3:21])=[O:17])[CH2:14][CH2:15]2)=[O:9])=[CH:23][CH:24]=1. The yield is 0.930.